Task: Predict the product of the given reaction.. Dataset: Forward reaction prediction with 1.9M reactions from USPTO patents (1976-2016) (1) Given the reactants [F:1][C:2]([F:19])([F:18])[C:3]1[C:4]([N:9]2[CH2:14][CH2:13][N:12]([C:15]([NH2:17])=[NH:16])[CH2:11][CH2:10]2)=[N:5][CH:6]=[CH:7][CH:8]=1.[C:20]1([C:26](=O)[C:27]([C:29]2[CH:34]=[CH:33][C:32]([C:35]([F:38])([F:37])[F:36])=[CH:31][CH:30]=2)=O)[CH:25]=[CH:24][CH:23]=[CH:22][CH:21]=1.C(N(CC)C(C)C)(C)C, predict the reaction product. The product is: [C:20]1([C:26]2[N:16]=[C:15]([N:12]3[CH2:13][CH2:14][N:9]([C:4]4[C:3]([C:2]([F:1])([F:18])[F:19])=[CH:8][CH:7]=[CH:6][N:5]=4)[CH2:10][CH2:11]3)[NH:17][C:27]=2[C:29]2[CH:30]=[CH:31][C:32]([C:35]([F:36])([F:37])[F:38])=[CH:33][CH:34]=2)[CH:21]=[CH:22][CH:23]=[CH:24][CH:25]=1. (2) Given the reactants [Si:1]([O:8][CH2:9][C:10]1[S:11][CH:12]=[C:13]([C:15]2[CH:20]=[CH:19][C:18]([C:21]([F:24])([F:23])[F:22])=[CH:17][CH:16]=2)[N:14]=1)([C:4]([CH3:7])([CH3:6])[CH3:5])([CH3:3])[CH3:2].[Br:25]Br.S([O-])([O-])(=O)=S.[Na+].[Na+], predict the reaction product. The product is: [Br:25][C:12]1[S:11][C:10]([CH2:9][O:8][Si:1]([C:4]([CH3:7])([CH3:5])[CH3:6])([CH3:3])[CH3:2])=[N:14][C:13]=1[C:15]1[CH:16]=[CH:17][C:18]([C:21]([F:22])([F:23])[F:24])=[CH:19][CH:20]=1. (3) Given the reactants [CH3:1][O:2][CH2:3][CH2:4][O:5][CH2:6][CH2:7][O:8][C:9]1[CH:10]=[C:11]([CH:15]=[CH:16]C(O)=O)[CH:12]=[CH:13][CH:14]=1.S(Cl)(Cl)=O.C[N:25](C)[CH:26]=[O:27].[N-]=[N+]=[N-].[Na+], predict the reaction product. The product is: [CH3:1][O:2][CH2:3][CH2:4][O:5][CH2:6][CH2:7][O:8][C:9]1[CH:10]=[C:11]2[C:12](=[CH:13][CH:14]=1)[C:26](=[O:27])[NH:25][CH:16]=[CH:15]2.